From a dataset of Catalyst prediction with 721,799 reactions and 888 catalyst types from USPTO. Predict which catalyst facilitates the given reaction. (1) Reactant: [CH3:1][NH:2][CH2:3][CH2:4][OH:5].[CH2:6]1[O:16][C:15]2[CH:14]=[CH:13][C:10]([CH2:11]Cl)=[CH:9][C:8]=2[O:7]1. Product: [O:16]1[C:15]2[CH:14]=[CH:13][C:10]([CH2:11][N:2]([CH3:1])[CH2:3][CH2:4][OH:5])=[CH:9][C:8]=2[O:7][CH2:6]1. The catalyst class is: 2. (2) Reactant: [OH:1][C:2]1[CH:3]=[C:4]([CH:7]=[CH:8][CH:9]=1)[C:5]#[N:6].F[C:11]1[CH:16]=[CH:15][C:14]([CH3:17])=[CH:13][N:12]=1.C([O-])([O-])=O.[K+].[K+].O. Product: [CH3:17][C:14]1[CH:15]=[CH:16][C:11]([O:1][C:2]2[CH:3]=[C:4]([CH:7]=[CH:8][CH:9]=2)[C:5]#[N:6])=[N:12][CH:13]=1. The catalyst class is: 9. (3) Reactant: [Br:1][C:2]1[CH:3]=[CH:4][C:5]([F:11])=[C:6]([C:8](=O)[CH3:9])[CH:7]=1.[NH4+:12].[Cl-].C[Si]([C:18]#[N:19])(C)C. Product: [NH2:12][C:8]([C:6]1[CH:7]=[C:2]([Br:1])[CH:3]=[CH:4][C:5]=1[F:11])([CH3:9])[C:18]#[N:19]. The catalyst class is: 328. (4) Reactant: [CH3:1][O:2][C:3]1[CH:8]=[CH:7][C:6]([CH:9](C(OCC)=O)[C:10]([O:12][CH2:13][CH3:14])=[O:11])=[C:5]([N+:20]([O-:22])=[O:21])[CH:4]=1.O[Li].O.O. Product: [CH3:1][O:2][C:3]1[CH:8]=[CH:7][C:6]([CH2:9][C:10]([O:12][CH2:13][CH3:14])=[O:11])=[C:5]([N+:20]([O-:22])=[O:21])[CH:4]=1. The catalyst class is: 16.